This data is from Peptide-MHC class II binding affinity with 134,281 pairs from IEDB. The task is: Regression. Given a peptide amino acid sequence and an MHC pseudo amino acid sequence, predict their binding affinity value. This is MHC class II binding data. (1) The peptide sequence is INEHTAAAIAYGLDR. The MHC is HLA-DQA10401-DQB10402 with pseudo-sequence HLA-DQA10401-DQB10402. The binding affinity (normalized) is 0.664. (2) The peptide sequence is LLEFAVVLELAILSI. The MHC is HLA-DQA10501-DQB10201 with pseudo-sequence HLA-DQA10501-DQB10201. The binding affinity (normalized) is 0.365. (3) The peptide sequence is GELQIVDKEDAAFKI. The MHC is DRB3_0202 with pseudo-sequence DRB3_0202. The binding affinity (normalized) is 0.0912.